Dataset: Full USPTO retrosynthesis dataset with 1.9M reactions from patents (1976-2016). Task: Predict the reactants needed to synthesize the given product. (1) Given the product [C:1]([O:5][C:6](=[O:29])[CH2:7][CH2:8][N:9]1[CH2:14][CH2:13][S:12](=[O:30])[CH:11]([C:15]2[CH:16]=[CH:17][C:18]([O:21][CH2:22][C:23]3[CH:28]=[CH:27][CH:26]=[CH:25][CH:24]=3)=[CH:19][CH:20]=2)[CH2:10]1)([CH3:4])([CH3:2])[CH3:3], predict the reactants needed to synthesize it. The reactants are: [C:1]([O:5][C:6](=[O:29])[CH2:7][CH2:8][N:9]1[CH2:14][CH2:13][S:12][CH:11]([C:15]2[CH:20]=[CH:19][C:18]([O:21][CH2:22][C:23]3[CH:28]=[CH:27][CH:26]=[CH:25][CH:24]=3)=[CH:17][CH:16]=2)[CH2:10]1)([CH3:4])([CH3:3])[CH3:2].[OH:30]OS([O-])=O.[K+]. (2) Given the product [CH2:29]1[CH2:53][O:52][C:31]2([CH2:36][CH2:35][C@H:34]3[C@H:37]4[C@H:47]([CH2:48][CH2:49][C@:32]23[CH3:33])[C@:45]2([CH3:46])[C@:40]([OH:51])([CH2:41][C:42](=[CH2:1])[CH2:43][CH2:44]2)[CH2:39][CH2:38]4)[O:30]1, predict the reactants needed to synthesize it. The reactants are: [CH2:1]1COC23OCCOC2([C@]2(CC[C@H]4[C@@H](CC(=C)C5[C@]4(C)CCCC5)[C@@H]2C3)C)O1.[CH2:29]1[CH2:53][O:52][C:31]2([CH2:36][CH2:35][C@H:34]3[C@H:37]4[C@H:47]([CH2:48][CH2:49][C@:32]23[CH3:33])[C@:45]2([CH3:46])[C@:40]([OH:51])([CH2:41][C:42](=O)[CH2:43][CH2:44]2)[CH2:39][CH2:38]4)[O:30]1. (3) The reactants are: Br[CH2:2][C:3]1[C:13]2[CH2:12][CH2:11][N:10]([C:14]([O:16][C:17]([CH3:20])([CH3:19])[CH3:18])=[O:15])[CH2:9][CH2:8][C:7]=2[CH:6]=[CH:5][C:4]=1[Cl:21].[N:22]1[CH:27]=[CH:26][CH:25]=[C:24](B(O)O)[CH:23]=1.C(=O)([O-])[O-].[Na+].[Na+].C(O)C. Given the product [C:17]([O:16][C:14]([N:10]1[CH2:11][CH2:12][C:13]2[C:3]([CH2:2][C:24]3[CH:23]=[N:22][CH:27]=[CH:26][CH:25]=3)=[C:4]([Cl:21])[CH:5]=[CH:6][C:7]=2[CH2:8][CH2:9]1)=[O:15])([CH3:20])([CH3:19])[CH3:18], predict the reactants needed to synthesize it. (4) Given the product [C:1]([O:5][C:6](=[O:19])[NH:7][C:8]1[CH:13]=[C:12]([N:14]([CH3:16])[CH3:15])[C:11]([Cl:17])=[CH:10][C:9]=1[NH:18][C:25](=[O:24])[CH2:26][C:27](=[O:39])[C:28]1[CH:33]=[CH:32][CH:31]=[C:30]([N:34]2[CH:38]=[CH:37][CH:36]=[N:35]2)[CH:29]=1)([CH3:4])([CH3:2])[CH3:3], predict the reactants needed to synthesize it. The reactants are: [C:1]([O:5][C:6](=[O:19])[NH:7][C:8]1[CH:13]=[C:12]([N:14]([CH3:16])[CH3:15])[C:11]([Cl:17])=[CH:10][C:9]=1[NH2:18])([CH3:4])([CH3:3])[CH3:2].C([O:24][C:25](=O)[CH2:26][C:27](=[O:39])[C:28]1[CH:33]=[CH:32][CH:31]=[C:30]([N:34]2[CH:38]=[CH:37][CH:36]=[N:35]2)[CH:29]=1)(C)(C)C. (5) Given the product [CH3:19][S:18][CH:17]1[C:3]2[C:2](=[CH:12][CH:11]=[C:5]([C:6]([O:8][CH2:9][CH3:10])=[O:7])[CH:4]=2)[NH:1][C:16]1=[O:15], predict the reactants needed to synthesize it. The reactants are: [NH2:1][C:2]1[CH:12]=[CH:11][C:5]([C:6]([O:8][CH2:9][CH3:10])=[O:7])=[CH:4][CH:3]=1.C([O:15][C:16](=O)[CH2:17][S:18][CH3:19])C.C(OCl)(C)(C)C.Cl. (6) Given the product [Cl:19][C:15]1[CH:4]=[CH:3][C:2]([C:5]([C:4]2[C:10]([F:13])=[CH:11][CH:12]=[C:2]([F:1])[C:3]=2[C:8]([OH:7])=[O:9])=[O:6])=[CH:12][CH:16]=1, predict the reactants needed to synthesize it. The reactants are: [F:1][C:2]1[CH:12]=[CH:11][C:10]([F:13])=[C:4]2[C:5]([O:7][C:8](=[O:9])[C:3]=12)=[O:6].Cl[CH:15]([Cl:19])[CH:16](Cl)Cl.[Cl-].[Al+3].[Cl-].[Cl-]. (7) Given the product [O:34]1[C:35]2[CH:41]=[CH:40][CH:39]=[CH:38][C:36]=2[N:37]=[C:33]1[N:13]1[CH2:14][CH2:15][N:10]2[C:9](=[O:16])[O:8][C:7]([C:1]3[CH:6]=[CH:5][CH:4]=[CH:3][CH:2]=3)([C:17]3[CH:18]=[CH:19][CH:20]=[CH:21][CH:22]=3)[CH:11]2[CH2:12]1, predict the reactants needed to synthesize it. The reactants are: [C:1]1([C:7]2([C:17]3[CH:22]=[CH:21][CH:20]=[CH:19][CH:18]=3)[CH:11]3[CH2:12][NH:13][CH2:14][CH2:15][N:10]3[C:9](=[O:16])[O:8]2)[CH:6]=[CH:5][CH:4]=[CH:3][CH:2]=1.C(N(C(C)C)CC)(C)C.Cl[C:33]1[O:34][C:35]2[CH:41]=[CH:40][CH:39]=[CH:38][C:36]=2[N:37]=1.